This data is from Reaction yield outcomes from USPTO patents with 853,638 reactions. The task is: Predict the reaction yield, written as a fraction of the theoretical maximum amount of product (1.0 means a 100% yield; for example, 0.34 means a 34% yield). (1) The reactants are [NH2:1][C:2]1([C:14]2[C:15]([O:20][CH2:21][CH3:22])=[N:16][CH:17]=[CH:18][CH:19]=2)[C:10]2[C:5](=[CH:6][CH:7]=[C:8]([C:11]#[N:12])[CH:9]=2)[NH:4][C:3]1=[O:13].CC(C)([O-])C.[K+].[CH3:29][O:30][C:31]1[CH:36]=[C:35]([O:37][CH3:38])[CH:34]=[CH:33][C:32]=1[S:39](Cl)(=[O:41])=[O:40].ClCCl.CO. The catalyst is CN(C)C=O. The product is [NH2:1][C:2]1([C:14]2[C:15]([O:20][CH2:21][CH3:22])=[N:16][CH:17]=[CH:18][CH:19]=2)[C:10]2[C:5](=[CH:6][CH:7]=[C:8]([C:11]#[N:12])[CH:9]=2)[N:4]([S:39]([C:32]2[CH:33]=[CH:34][C:35]([O:37][CH3:38])=[CH:36][C:31]=2[O:30][CH3:29])(=[O:41])=[O:40])[C:3]1=[O:13]. The yield is 0.790. (2) The reactants are C(Cl)(=O)C(Cl)=O.[C:7]([C:9]([CH3:32])([CH:13]([C:24]1[CH:29]=[CH:28][CH:27]=[CH:26][C:25]=1[O:30][CH3:31])[C:14]1[C:23]2[C:18](=[CH:19][CH:20]=[CH:21][CH:22]=2)[N:17]=[CH:16][CH:15]=1)[C:10](O)=[O:11])#[N:8].Cl.[F:34][C:35]([F:49])([F:48])[C:36]1[CH:37]=[C:38]([CH:42]2[CH2:47][CH2:46][NH2+:45][CH2:44][CH2:43]2)[CH:39]=[CH:40][CH:41]=1.C(N(CC)CC)C. The catalyst is ClCCl.CO.CN(C=O)C. The product is [CH3:31][O:30][C:25]1[CH:26]=[CH:27][CH:28]=[CH:29][C:24]=1[CH:13]([C:14]1[C:23]2[C:18](=[CH:19][CH:20]=[CH:21][CH:22]=2)[N:17]=[CH:16][CH:15]=1)[C:9]([CH3:32])([C:10]([N:45]1[CH2:46][CH2:47][CH:42]([C:38]2[CH:39]=[CH:40][CH:41]=[C:36]([C:35]([F:34])([F:48])[F:49])[CH:37]=2)[CH2:43][CH2:44]1)=[O:11])[C:7]#[N:8]. The yield is 0.970. (3) The reactants are [NH2:1][C:2]1[CH:3]=[C:4]([CH:21]=[CH:22][C:23]=1[O:24][CH:25]1[CH2:27][CH2:26]1)[C:5]([NH:7][C:8]1[CH:9]=[N:10][C:11]([C:14]2[CH:19]=[CH:18][CH:17]=[CH:16][C:15]=2[F:20])=[CH:12][CH:13]=1)=[O:6].Cl.[N:29]1([C:35]2([C:38](O)=[O:39])[CH2:37][CH2:36]2)[CH2:34][CH2:33][O:32][CH2:31][CH2:30]1.C(N(C(C)C)C(C)C)C.C1CN([P+](ON2N=NC3C=CC=CC2=3)(N2CCCC2)N2CCCC2)CC1.F[P-](F)(F)(F)(F)F. The catalyst is CN(C=O)C. The product is [CH:25]1([O:24][C:23]2[CH:22]=[CH:21][C:4]([C:5]([NH:7][C:8]3[CH:9]=[N:10][C:11]([C:14]4[CH:19]=[CH:18][CH:17]=[CH:16][C:15]=4[F:20])=[CH:12][CH:13]=3)=[O:6])=[CH:3][C:2]=2[NH:1][C:38]([C:35]2([N:29]3[CH2:34][CH2:33][O:32][CH2:31][CH2:30]3)[CH2:37][CH2:36]2)=[O:39])[CH2:26][CH2:27]1. The yield is 0.370. (4) The reactants are [Cl:1][C:2]1[CH:9]=[C:8]([N:10]2[CH2:15][CH2:14][O:13][CH2:12][CH2:11]2)[CH:7]=[CH:6][C:3]=1[CH:4]=O.[CH3:16][C@H:17]1[CH2:22][NH:21][CH2:20][CH2:19][N:18]1[C:23]([O:25][C:26]([CH3:29])([CH3:28])[CH3:27])=[O:24].ClCCCl.C(O[BH-](OC(=O)C)OC(=O)C)(=O)C.[Na+]. The catalyst is O. The product is [Cl:1][C:2]1[CH:9]=[C:8]([N:10]2[CH2:15][CH2:14][O:13][CH2:12][CH2:11]2)[CH:7]=[CH:6][C:3]=1[CH2:4][N:21]1[CH2:20][CH2:19][N:18]([C:23]([O:25][C:26]([CH3:29])([CH3:28])[CH3:27])=[O:24])[C@@H:17]([CH3:16])[CH2:22]1. The yield is 0.740. (5) The reactants are [N+:1]([C:4]1[CH:5]=[CH:6][CH:7]=[C:8]2[C:16]=1[NH:15][C:14]1[C:13](=[O:17])[CH2:12][CH2:11][CH2:10][C:9]2=1)([O-])=O.C(O)C. The catalyst is [C].[Pd].O1CCCC1. The product is [NH2:1][C:4]1[CH:5]=[CH:6][CH:7]=[C:8]2[C:16]=1[NH:15][C:14]1[C:13](=[O:17])[CH2:12][CH2:11][CH2:10][C:9]2=1. The yield is 0.920. (6) The reactants are [Br:1][C:2]1[CH:3]=[C:4]([CH:7]=[C:8]([O:12][CH3:13])[C:9]=1[O:10][CH3:11])[CH:5]=O.CCO.[ClH:17].CO.C(O[CH:23](OCC)[CH2:24][NH:25][CH2:26][C:27]1[CH:32]=[CH:31][CH:30]=[C:29]([O:33][CH2:34][CH3:35])[C:28]=1[OH:36])C. The product is [ClH:17].[Br:1][C:2]1[CH:3]=[C:4]([CH:7]=[C:8]([O:12][CH3:13])[C:9]=1[O:10][CH3:11])[CH2:5][C:23]1[C:32]2[C:27](=[C:28]([OH:36])[C:29]([O:33][CH2:34][CH3:35])=[CH:30][CH:31]=2)[CH:26]=[N:25][CH:24]=1. The yield is 0.220. No catalyst specified. (7) The reactants are [C:1]([C:4]1([C:9]([NH:11][CH2:12][C:13]2[CH:18]=[CH:17][CH:16]=[CH:15][CH:14]=2)=[O:10])[CH2:8][CH2:7][CH2:6][CH2:5]1)(=[O:3])[CH3:2].C1C(=O)N([Br:26])C(=O)C1.CC1C=CC(S(O)(=O)=O)=CC=1. The catalyst is CCO. The product is [CH2:12]([NH:11][C:9]([C:4]1([C:1](=[O:3])[CH2:2][Br:26])[CH2:8][CH2:7][CH2:6][CH2:5]1)=[O:10])[C:13]1[CH:14]=[CH:15][CH:16]=[CH:17][CH:18]=1. The yield is 0.680.